This data is from Reaction yield outcomes from USPTO patents with 853,638 reactions. The task is: Predict the reaction yield, written as a fraction of the theoretical maximum amount of product (1.0 means a 100% yield; for example, 0.34 means a 34% yield). (1) The reactants are [CH:1]([C:3]1[CH:8]=[CH:7][C:6]([C:9]([O:11][CH3:12])=[O:10])=[CH:5][C:4]=1[C:13]([O:15][CH3:16])=[O:14])=[CH2:2].CC(N=NC(C#N)(C)C)(C#N)C.[C:29]([OH:32])(=[S:31])[CH3:30]. The catalyst is C1C=CC=CC=1.C([O-])(O)=O.[Na+]. The product is [C:29]([S:31][CH2:2][CH2:1][C:3]1[CH:8]=[CH:7][C:6]([C:9]([O:11][CH3:12])=[O:10])=[CH:5][C:4]=1[C:13]([O:15][CH3:16])=[O:14])(=[O:32])[CH3:30]. The yield is 0.270. (2) The reactants are [O:1]=[C:2]1[CH2:5][CH:4]([NH:6][C:7](=[O:13])[O:8][C:9]([CH3:12])([CH3:11])[CH3:10])[CH2:3]1.[BH4-].[Na+]. The catalyst is C(O)C. The product is [OH:1][CH:2]1[CH2:3][CH:4]([NH:6][C:7](=[O:13])[O:8][C:9]([CH3:11])([CH3:10])[CH3:12])[CH2:5]1. The yield is 0.580. (3) The reactants are C[Si]([C:5]#[N:6])(C)C.[NH2:7][C:8]1[CH:13]=[CH:12][C:11]([CH3:14])=[CH:10][CH:9]=1.[Cl:15][CH2:16][C:17]([CH2:19][Cl:20])=O. The catalyst is C(OCC)(=O)C. The product is [Cl:15][CH2:16][C:17]([CH2:19][Cl:20])([NH:7][C:8]1[CH:13]=[CH:12][C:11]([CH3:14])=[CH:10][CH:9]=1)[C:5]#[N:6]. The yield is 0.790.